The task is: Predict which catalyst facilitates the given reaction.. This data is from Catalyst prediction with 721,799 reactions and 888 catalyst types from USPTO. (1) Reactant: C(OC([N:8]1[CH2:13][CH:12]([C:14](=[O:23])[NH:15][CH2:16][C:17]2[CH:18]=[N:19][CH:20]=[CH:21][CH:22]=2)[CH2:11][CH:10]([N:24]2[C:33]3[CH:32]=[CH:31][CH:30]=[C:29]([Cl:34])[C:28]=3[C:27]3=[N:35][O:36][C:37]([CH3:38])=[C:26]3[C:25]2=[O:39])[CH2:9]1)=O)(C)(C)C. Product: [ClH:34].[ClH:34].[N:19]1[CH:20]=[CH:21][CH:22]=[C:17]([CH2:16][NH:15][C:14]([CH:12]2[CH2:11][CH:10]([N:24]3[C:33]4[CH:32]=[CH:31][CH:30]=[C:29]([Cl:34])[C:28]=4[C:27]4=[N:35][O:36][C:37]([CH3:38])=[C:26]4[C:25]3=[O:39])[CH2:9][NH:8][CH2:13]2)=[O:23])[CH:18]=1. The catalyst class is: 33. (2) Reactant: [C:1]1([C:7]2([N:14]3[CH2:19][CH2:18][CH:17]([N:20]4[C:24]5[CH:25]=[CH:26][CH:27]=[CH:28][C:23]=5[N:22]=[C:21]4[NH:29][CH2:30][CH2:31][NH2:32])[CH2:16][CH2:15]3)[CH2:13][CH2:12][CH2:11][CH2:10][CH2:9][CH2:8]2)[CH:6]=[CH:5][CH:4]=[CH:3][CH:2]=1.C([NH:40][C:41](N1C=CCN1C(=N)NC(OC(C)(C)C)=O)=[NH:42])(OC(C)(C)C)=O.O. Product: [C:1]1([C:7]2([N:14]3[CH2:15][CH2:16][CH:17]([N:20]4[C:24]5[CH:25]=[CH:26][CH:27]=[CH:28][C:23]=5[N:22]=[C:21]4[NH:29][CH2:30][CH2:31][NH:32][C:41]([NH2:42])=[NH:40])[CH2:18][CH2:19]3)[CH2:13][CH2:12][CH2:11][CH2:10][CH2:9][CH2:8]2)[CH:2]=[CH:3][CH:4]=[CH:5][CH:6]=1. The catalyst class is: 1. (3) Reactant: [OH:1][C@H:2]1[CH2:6][N:5]([C:7]([O:9][C:10]([CH3:13])([CH3:12])[CH3:11])=[O:8])[C@H:4]([C:14]([O:16][CH3:17])=[O:15])[CH2:3]1. Product: [O:1]=[C:2]1[CH2:6][N:5]([C:7]([O:9][C:10]([CH3:11])([CH3:12])[CH3:13])=[O:8])[C@H:4]([C:14]([O:16][CH3:17])=[O:15])[CH2:3]1. The catalyst class is: 2. (4) Reactant: [C:1]1([C@@H:7]2[CH2:9][C@H:8]2[C:10]([N:12]2[CH2:17][CH2:16][CH:15]([CH2:18][NH:19][C:20]3[N:25]=[CH:24][C:23]([C:26]#[C:27][Si](C)(C)C)=[CH:22][N:21]=3)[CH2:14][CH2:13]2)=[O:11])[CH:6]=[CH:5][CH:4]=[CH:3][CH:2]=1.C(=O)([O-])[O-].[K+].[K+]. Product: [C:26]([C:23]1[CH:24]=[N:25][C:20]([NH:19][CH2:18][CH:15]2[CH2:16][CH2:17][N:12]([C:10]([C@@H:8]3[CH2:9][C@H:7]3[C:1]3[CH:2]=[CH:3][CH:4]=[CH:5][CH:6]=3)=[O:11])[CH2:13][CH2:14]2)=[N:21][CH:22]=1)#[CH:27]. The catalyst class is: 5. (5) Reactant: [N:1]1([C:16]([O:18][C:19]([CH3:22])([CH3:21])[CH3:20])=[O:17])[CH2:6][CH2:5][C:4]2([C:15]3[C:10](=[CH:11][CH:12]=[CH:13][CH:14]=3)[CH2:9][CH2:8][CH2:7]2)[CH2:3][CH2:2]1.[Mn]([O-])(=O)(=O)=[O:24].[K+]. Product: [O:24]=[C:9]1[C:10]2[C:15](=[CH:14][CH:13]=[CH:12][CH:11]=2)[C:4]2([CH2:5][CH2:6][N:1]([C:16]([O:18][C:19]([CH3:22])([CH3:21])[CH3:20])=[O:17])[CH2:2][CH2:3]2)[CH2:7][CH2:8]1. The catalyst class is: 10. (6) Reactant: [CH3:1][O:2][C:3]1[CH:4]=[C:5]([CH:27]=[CH:28][C:29]=1[O:30][CH3:31])[C:6]([NH:8][CH2:9][C:10]1[CH:15]=[CH:14][CH:13]=[C:12]([C:16](=[O:26])[NH:17][CH2:18][CH2:19][CH:20]2[CH2:25][CH2:24][CH2:23][NH:22][CH2:21]2)[CH:11]=1)=[O:7].[CH2:32]=[O:33]. Product: [CH3:1][O:2][C:3]1[CH:4]=[C:5]([CH:27]=[CH:28][C:29]=1[O:30][CH3:31])[C:6]([NH:8][CH2:9][C:10]1[CH:15]=[CH:14][CH:13]=[C:12]([C:16](=[O:26])[NH:17][CH2:18][CH2:19][CH:20]2[CH2:25][CH2:24][CH2:23][N:22]([CH3:32])[CH2:21]2)[CH:11]=1)=[O:7].[CH:31]([O-:30])=[O:33]. The catalyst class is: 106. (7) Reactant: COC1C=CC(P2(SP(C3C=CC(OC)=CC=3)(=S)S2)=[S:10])=CC=1.[Si:23]([O:40][CH2:41][CH2:42][CH2:43]/[C:44](=[CH:54]\[S:55][C:56]1[CH:61]=[CH:60][CH:59]=[CH:58][CH:57]=1)/[C:45]([NH:47][C:48]1[CH:53]=[CH:52][CH:51]=[CH:50][CH:49]=1)=O)([C:36]([CH3:39])([CH3:38])[CH3:37])([C:30]1[CH:35]=[CH:34][CH:33]=[CH:32][CH:31]=1)[C:24]1[CH:29]=[CH:28][CH:27]=[CH:26][CH:25]=1.O.C(=O)(O)[O-].[Na+]. Product: [Si:23]([O:40][CH2:41][CH2:42][CH2:43]/[C:44](=[CH:54]\[S:55][C:56]1[CH:61]=[CH:60][CH:59]=[CH:58][CH:57]=1)/[C:45](=[S:10])[NH:47][C:48]1[CH:53]=[CH:52][CH:51]=[CH:50][CH:49]=1)([C:36]([CH3:38])([CH3:37])[CH3:39])([C:24]1[CH:25]=[CH:26][CH:27]=[CH:28][CH:29]=1)[C:30]1[CH:31]=[CH:32][CH:33]=[CH:34][CH:35]=1. The catalyst class is: 7.